From a dataset of NCI-60 drug combinations with 297,098 pairs across 59 cell lines. Regression. Given two drug SMILES strings and cell line genomic features, predict the synergy score measuring deviation from expected non-interaction effect. (1) Drug 1: CC1=C2C(C(=O)C3(C(CC4C(C3C(C(C2(C)C)(CC1OC(=O)C(C(C5=CC=CC=C5)NC(=O)OC(C)(C)C)O)O)OC(=O)C6=CC=CC=C6)(CO4)OC(=O)C)OC)C)OC. Drug 2: CC1CCCC2(C(O2)CC(NC(=O)CC(C(C(=O)C(C1O)C)(C)C)O)C(=CC3=CSC(=N3)C)C)C. Cell line: SW-620. Synergy scores: CSS=68.3, Synergy_ZIP=19.5, Synergy_Bliss=17.5, Synergy_Loewe=11.8, Synergy_HSA=17.3. (2) Drug 1: CC12CCC3C(C1CCC2O)C(CC4=C3C=CC(=C4)O)CCCCCCCCCS(=O)CCCC(C(F)(F)F)(F)F. Drug 2: CC1=C(C(=O)C2=C(C1=O)N3CC4C(C3(C2COC(=O)N)OC)N4)N. Cell line: K-562. Synergy scores: CSS=25.7, Synergy_ZIP=-5.17, Synergy_Bliss=-3.05, Synergy_Loewe=-0.0332, Synergy_HSA=0.298. (3) Drug 1: C1=NC2=C(N1)C(=S)N=C(N2)N. Drug 2: CC1=C(C(=CC=C1)Cl)NC(=O)C2=CN=C(S2)NC3=CC(=NC(=N3)C)N4CCN(CC4)CCO. Cell line: SK-MEL-2. Synergy scores: CSS=7.89, Synergy_ZIP=4.74, Synergy_Bliss=8.08, Synergy_Loewe=2.92, Synergy_HSA=1.67. (4) Drug 2: C1CNP(=O)(OC1)N(CCCl)CCCl. Drug 1: C1CN(CCN1C(=O)CCBr)C(=O)CCBr. Cell line: BT-549. Synergy scores: CSS=17.8, Synergy_ZIP=-5.42, Synergy_Bliss=-5.36, Synergy_Loewe=-12.7, Synergy_HSA=-5.33. (5) Drug 1: CCC1(CC2CC(C3=C(CCN(C2)C1)C4=CC=CC=C4N3)(C5=C(C=C6C(=C5)C78CCN9C7C(C=CC9)(C(C(C8N6C)(C(=O)OC)O)OC(=O)C)CC)OC)C(=O)OC)O.OS(=O)(=O)O. Drug 2: C1=NNC2=C1C(=O)NC=N2. Cell line: U251. Synergy scores: CSS=-1.27, Synergy_ZIP=0.184, Synergy_Bliss=-1.43, Synergy_Loewe=-8.42, Synergy_HSA=-5.18. (6) Drug 1: CCCS(=O)(=O)NC1=C(C(=C(C=C1)F)C(=O)C2=CNC3=C2C=C(C=N3)C4=CC=C(C=C4)Cl)F. Drug 2: C(CN)CNCCSP(=O)(O)O. Cell line: A549. Synergy scores: CSS=-8.62, Synergy_ZIP=-0.0212, Synergy_Bliss=-5.11, Synergy_Loewe=-20.2, Synergy_HSA=-7.60. (7) Cell line: IGROV1. Drug 1: C1C(C(OC1N2C=NC3=C2NC=NCC3O)CO)O. Drug 2: N.N.Cl[Pt+2]Cl. Synergy scores: CSS=63.8, Synergy_ZIP=0.162, Synergy_Bliss=1.81, Synergy_Loewe=1.01, Synergy_HSA=2.94. (8) Drug 1: CC1=C(C(=CC=C1)Cl)NC(=O)C2=CN=C(S2)NC3=CC(=NC(=N3)C)N4CCN(CC4)CCO. Drug 2: C#CCC(CC1=CN=C2C(=N1)C(=NC(=N2)N)N)C3=CC=C(C=C3)C(=O)NC(CCC(=O)O)C(=O)O. Cell line: TK-10. Synergy scores: CSS=38.7, Synergy_ZIP=-1.22, Synergy_Bliss=-4.34, Synergy_Loewe=-4.39, Synergy_HSA=-2.44. (9) Drug 1: COC1=CC(=CC(=C1O)OC)C2C3C(COC3=O)C(C4=CC5=C(C=C24)OCO5)OC6C(C(C7C(O6)COC(O7)C8=CC=CS8)O)O. Drug 2: CC12CCC3C(C1CCC2O)C(CC4=C3C=CC(=C4)O)CCCCCCCCCS(=O)CCCC(C(F)(F)F)(F)F. Cell line: BT-549. Synergy scores: CSS=42.8, Synergy_ZIP=7.07, Synergy_Bliss=7.03, Synergy_Loewe=-8.17, Synergy_HSA=6.62. (10) Drug 1: C1C(C(OC1N2C=NC3=C(N=C(N=C32)Cl)N)CO)O. Cell line: OVCAR-8. Drug 2: C1=NC2=C(N=C(N=C2N1C3C(C(C(O3)CO)O)F)Cl)N. Synergy scores: CSS=25.9, Synergy_ZIP=0.0413, Synergy_Bliss=4.24, Synergy_Loewe=-34.0, Synergy_HSA=2.61.